Dataset: NCI-60 drug combinations with 297,098 pairs across 59 cell lines. Task: Regression. Given two drug SMILES strings and cell line genomic features, predict the synergy score measuring deviation from expected non-interaction effect. (1) Drug 1: COC1=C(C=C2C(=C1)N=CN=C2NC3=CC(=C(C=C3)F)Cl)OCCCN4CCOCC4. Drug 2: CC1=C2C(C(=O)C3(C(CC4C(C3C(C(C2(C)C)(CC1OC(=O)C(C(C5=CC=CC=C5)NC(=O)C6=CC=CC=C6)O)O)OC(=O)C7=CC=CC=C7)(CO4)OC(=O)C)O)C)OC(=O)C. Cell line: OVCAR-8. Synergy scores: CSS=64.5, Synergy_ZIP=5.10, Synergy_Bliss=8.26, Synergy_Loewe=8.81, Synergy_HSA=9.41. (2) Drug 1: C1=C(C(=O)NC(=O)N1)F. Drug 2: C(CC(=O)O)C(=O)CN.Cl. Cell line: NCI-H322M. Synergy scores: CSS=38.7, Synergy_ZIP=-3.45, Synergy_Bliss=-1.87, Synergy_Loewe=2.07, Synergy_HSA=4.23. (3) Drug 1: CC1C(C(CC(O1)OC2CC(CC3=C2C(=C4C(=C3O)C(=O)C5=C(C4=O)C(=CC=C5)OC)O)(C(=O)C)O)N)O.Cl. Drug 2: C1CN1P(=S)(N2CC2)N3CC3. Cell line: MDA-MB-435. Synergy scores: CSS=-9.84, Synergy_ZIP=-1.36, Synergy_Bliss=-9.48, Synergy_Loewe=-17.3, Synergy_HSA=-12.5. (4) Drug 1: CCC1(CC2CC(C3=C(CCN(C2)C1)C4=CC=CC=C4N3)(C5=C(C=C6C(=C5)C78CCN9C7C(C=CC9)(C(C(C8N6C)(C(=O)OC)O)OC(=O)C)CC)OC)C(=O)OC)O.OS(=O)(=O)O. Drug 2: CN(CC1=CN=C2C(=N1)C(=NC(=N2)N)N)C3=CC=C(C=C3)C(=O)NC(CCC(=O)O)C(=O)O. Cell line: T-47D. Synergy scores: CSS=-1.83, Synergy_ZIP=1.09, Synergy_Bliss=0.182, Synergy_Loewe=-3.15, Synergy_HSA=-2.98.